This data is from Buchwald-Hartwig C-N cross coupling reaction yields with 55,370 reactions. The task is: Predict the reaction yield, written as a fraction of the theoretical maximum amount of product (1.0 means a 100% yield; for example, 0.34 means a 34% yield). (1) The reactants are CCc1ccc(Cl)cc1.Cc1ccc(N)cc1.O=S(=O)(O[Pd]1c2ccccc2-c2ccccc2N~1)C(F)(F)F.COc1ccc(OC)c(P([C@]23C[C@H]4C[C@H](C[C@H](C4)C2)C3)[C@]23C[C@H]4C[C@H](C[C@H](C4)C2)C3)c1-c1c(C(C)C)cc(C(C)C)cc1C(C)C.CN1CCCN2CCCN=C12.Fc1cccc(F)c1-c1ccno1. No catalyst specified. The product is CCc1ccc(Nc2ccc(C)cc2)cc1. The yield is 0.00727. (2) The reactants are COc1ccc(I)cc1.Cc1ccc(N)cc1.O=S(=O)(O[Pd]1c2ccccc2-c2ccccc2N~1)C(F)(F)F.CC(C)c1cc(C(C)C)c(-c2ccccc2P(C(C)(C)C)C(C)(C)C)c(C(C)C)c1.CN(C)C(=NC(C)(C)C)N(C)C.CCOC(=O)c1cnoc1C. No catalyst specified. The product is COc1ccc(Nc2ccc(C)cc2)cc1. The yield is 0.255. (3) The yield is 0.117. The product is Cc1ccc(Nc2cccnc2)cc1. The reactants are Clc1cccnc1.Cc1ccc(N)cc1.O=S(=O)(O[Pd]1c2ccccc2-c2ccccc2N~1)C(F)(F)F.CC(C)c1cc(C(C)C)c(-c2ccccc2P(C2CCCCC2)C2CCCCC2)c(C(C)C)c1.CN(C)C(=NC(C)(C)C)N(C)C.CCOC(=O)c1ccon1. No catalyst specified. (4) The reactants are FC(F)(F)c1ccc(I)cc1.Cc1ccc(N)cc1.O=S(=O)(O[Pd]1c2ccccc2-c2ccccc2N~1)C(F)(F)F.COc1ccc(OC)c(P([C@]23C[C@H]4C[C@H](C[C@H](C4)C2)C3)[C@]23C[C@H]4C[C@H](C[C@H](C4)C2)C3)c1-c1c(C(C)C)cc(C(C)C)cc1C(C)C.CN(C)C(=NC(C)(C)C)N(C)C.COC(=O)c1ccno1. No catalyst specified. The product is Cc1ccc(Nc2ccc(C(F)(F)F)cc2)cc1. The yield is 0.185.